Dataset: Experimentally validated miRNA-target interactions with 360,000+ pairs, plus equal number of negative samples. Task: Binary Classification. Given a miRNA mature sequence and a target amino acid sequence, predict their likelihood of interaction. The miRNA is hsa-miR-484 with sequence UCAGGCUCAGUCCCCUCCCGAU. The protein sequence of the target gene is MAPPGSSTVFLLALTIIASTWALTPTHYLTKHDVERLKASLDRPFTNLESAFYSIVGLSSLGAQVPDAKKACTYIRSNLDPSNVDSLFYAAQASQALSGCEISISNETKDLLLAAVSEDSSVTQIYHAVAALSGFGLPLASQEALSALTARLSKEETVLATVQALQTASHLSQQADLRSIVEEIEDLVARLDELGGVYLQFEEGLETTALFVAATYKLMDHVGTEPSIKEDQVIQLMNAIFSKKNFESLSEAFSVASAAAVLSHNRYHVPVVVVPEGSASDTHEQAILRLQVTNVLSQPL.... Result: 1 (interaction).